From a dataset of Full USPTO retrosynthesis dataset with 1.9M reactions from patents (1976-2016). Predict the reactants needed to synthesize the given product. (1) Given the product [CH3:22][C:18]1[CH:17]=[C:16]([NH:15][C:4]([C:6]2[CH:11]=[C:10]([C:12]#[N:13])[CH:9]=[C:8]([CH3:14])[N:7]=2)=[O:5])[CH:21]=[CH:20][N:19]=1, predict the reactants needed to synthesize it. The reactants are: C(O[C:4]([C:6]1[CH:11]=[C:10]([C:12]#[N:13])[CH:9]=[C:8]([CH3:14])[N:7]=1)=[O:5])C.[NH2:15][C:16]1[CH:21]=[CH:20][N:19]=[C:18]([CH3:22])[CH:17]=1. (2) Given the product [CH3:24][C:10]1[N:9]=[C:8]([C:6]2[CH:5]=[CH:4][N:3]=[C:2]([C:29]3[CH:28]=[N:27][C:26]([NH2:25])=[N:31][CH:30]=3)[N:7]=2)[CH:13]=[C:12]([C:14]2[CH:19]=[CH:18][C:17]([C:20]([F:23])([F:22])[F:21])=[CH:16][CH:15]=2)[CH:11]=1, predict the reactants needed to synthesize it. The reactants are: Cl[C:2]1[N:7]=[C:6]([C:8]2[CH:13]=[C:12]([C:14]3[CH:19]=[CH:18][C:17]([C:20]([F:23])([F:22])[F:21])=[CH:16][CH:15]=3)[CH:11]=[C:10]([CH3:24])[N:9]=2)[CH:5]=[CH:4][N:3]=1.[NH2:25][C:26]1[N:31]=[CH:30][C:29](B2OC(C)(C)C(C)(C)O2)=[CH:28][N:27]=1.